From a dataset of Reaction yield outcomes from USPTO patents with 853,638 reactions. Predict the reaction yield, written as a fraction of the theoretical maximum amount of product (1.0 means a 100% yield; for example, 0.34 means a 34% yield). (1) The reactants are [NH2:1][N:2]1[C:7](=[O:8])[C:6]([C:9]2[NH:14][C:13]3[CH:15]=[CH:16][CH:17]=[CH:18][C:12]=3[S:11](=[O:20])(=[O:19])[N:10]=2)=[C:5]([OH:21])[C:4]2[S:22][CH:23]=[CH:24][C:3]1=2.[CH:25](=O)[C:26]1[CH:31]=[CH:30][CH:29]=[N:28][CH:27]=1. The catalyst is CN(C)C(=O)C. The product is [O:19]=[S:11]1(=[O:20])[C:12]2[CH:18]=[CH:17][CH:16]=[CH:15][C:13]=2[NH:14][C:9]([C:6]2[C:7](=[O:8])[N:2]([N:1]=[CH:25][C:26]3[CH:27]=[N:28][CH:29]=[CH:30][CH:31]=3)[C:3]3[CH:24]=[CH:23][S:22][C:4]=3[C:5]=2[OH:21])=[N:10]1. The yield is 0.840. (2) The reactants are [C:1]([CH:3]1[CH2:8][CH2:7][CH2:6][CH2:5][N:4]1[C:9]([O:11][C:12]([CH3:15])([CH3:14])[CH3:13])=[O:10])#[N:2].[N-:16]=[N+:17]=[N-:18].[Na+].[Cl-].[NH4+]. The catalyst is CN(C=O)C. The product is [N:2]1[NH:16][N:17]=[N:18][C:1]=1[CH:3]1[CH2:8][CH2:7][CH2:6][CH2:5][N:4]1[C:9]([O:11][C:12]([CH3:15])([CH3:14])[CH3:13])=[O:10]. The yield is 0.925.